The task is: Predict the reactants needed to synthesize the given product.. This data is from Full USPTO retrosynthesis dataset with 1.9M reactions from patents (1976-2016). (1) Given the product [CH3:1][N:2]([CH3:7])[CH2:3][C:4]([NH:34][C:31]1[CH:30]=[CH:29][C:28]([N:25]2[CH:24]=[C:23]3[C:27]([C:19]([C:17]([NH2:16])=[O:18])=[CH:20][CH:21]=[CH:22]3)=[N:26]2)=[CH:33][CH:32]=1)=[O:5], predict the reactants needed to synthesize it. The reactants are: [CH3:1][N:2]([CH3:7])[CH2:3][C:4](O)=[O:5].CCN(CC)CC.[Cl-].[NH2:16][C:17]([C:19]1[C:27]2[C:23](=[CH:24][N:25]([C:28]3[CH:33]=[CH:32][C:31]([NH3+:34])=[CH:30][CH:29]=3)[N:26]=2)[CH:22]=[CH:21][CH:20]=1)=[O:18].C([O-])(O)=O.[Na+]. (2) Given the product [CH2:24]([O:1][C:2]1[CH:7]=[CH:6][C:5]([C:8]2[O:9][C:10]3[C:15]([C:16](=[O:18])[CH:17]=2)=[CH:14][CH:13]=[CH:12][CH:11]=3)=[CH:4][CH:3]=1)[CH2:23][CH2:22][C:21]#[CH:20], predict the reactants needed to synthesize it. The reactants are: [OH:1][C:2]1[CH:7]=[CH:6][C:5]([C:8]2[O:9][C:10]3[C:15]([C:16](=[O:18])[CH:17]=2)=[CH:14][CH:13]=[CH:12][CH:11]=3)=[CH:4][CH:3]=1.Cl[CH2:20][CH2:21][CH2:22][C:23]#[CH:24]. (3) The reactants are: C(=O)(O)[O-].[Na+].Cl.[NH2:7][CH2:8][CH2:9][SH:10].[C:11]([O:15][C:16](=[O:22])[NH:17][CH2:18][C:19](F)=[O:20])([CH3:14])([CH3:13])[CH3:12]. Given the product [C:11]([O:15][C:16](=[O:22])[NH:17][CH2:18][C:19](=[O:20])[NH:7][CH2:8][CH2:9][SH:10])([CH3:14])([CH3:12])[CH3:13], predict the reactants needed to synthesize it. (4) Given the product [Br:12][C:5]1[CH:6]=[C:7]([C:8]([F:9])([F:11])[F:10])[C:2]([NH2:1])=[N:3][CH:4]=1, predict the reactants needed to synthesize it. The reactants are: [NH2:1][C:2]1[C:7]([C:8]([F:11])([F:10])[F:9])=[CH:6][CH:5]=[CH:4][N:3]=1.[Br:12]N1C(=O)CCC1=O. (5) Given the product [CH3:22][O:21]/[CH:20]=[C:15](/[C:16]([O:18][CH3:19])=[O:17])\[C:10]1[C:9]([O:8][C:4]2[CH:3]=[C:2]([O:23][C:24]3[C:25]([C:26]#[N:27])=[CH:28][CH:29]=[CH:30][CH:31]=3)[N:7]=[CH:6][N:5]=2)=[CH:14][CH:13]=[CH:12][CH:11]=1, predict the reactants needed to synthesize it. The reactants are: Cl[C:2]1[N:7]=[CH:6][N:5]=[C:4]([O:8][C:9]2[CH:14]=[CH:13][CH:12]=[CH:11][C:10]=2/[C:15](=[CH:20]\[O:21][CH3:22])/[C:16]([O:18][CH3:19])=[O:17])[CH:3]=1.[OH:23][C:24]1[CH:31]=[CH:30][CH:29]=[CH:28][C:25]=1[C:26]#[N:27].C(=O)([O-])[O-].[K+].[K+].CN1CCCCC1. (6) Given the product [CH3:22][N:23]([CH3:24])[C:8]([C:5]1[C:4](=[O:11])[N:3]([C:12]2[CH:17]=[CH:16][CH:15]=[C:14]([C:18]([F:20])([F:21])[F:19])[CH:13]=2)[C:2]([CH3:1])=[CH:7][N:6]=1)=[O:9], predict the reactants needed to synthesize it. The reactants are: [CH3:1][C:2]1[N:3]([C:12]2[CH:17]=[CH:16][CH:15]=[C:14]([C:18]([F:21])([F:20])[F:19])[CH:13]=2)[C:4](=[O:11])[C:5]([C:8](O)=[O:9])=[N:6][CH:7]=1.[CH3:22][N:23](C(ON1N=NC2C=CC=NC1=2)=[N+](C)C)[CH3:24].F[P-](F)(F)(F)(F)F.CCN(CC)CC.Cl.CNC. (7) Given the product [OH:1][CH2:2][CH2:3][S:4]([CH2:5][C:6]1[N:7]([CH3:25])[C:8](=[O:24])[C:9]2[C:14]([C:15]=1[C:16]1[CH:17]=[CH:18][CH:19]=[CH:20][CH:21]=1)=[CH:13][C:12]([O:22][CH3:23])=[CH:11][CH:10]=2)=[O:34], predict the reactants needed to synthesize it. The reactants are: [OH:1][CH2:2][CH2:3][S:4][CH2:5][C:6]1[N:7]([CH3:25])[C:8](=[O:24])[C:9]2[C:14]([C:15]=1[C:16]1[CH:21]=[CH:20][CH:19]=[CH:18][CH:17]=1)=[CH:13][C:12]([O:22][CH3:23])=[CH:11][CH:10]=2.ClC1C=CC=C(C(OO)=[O:34])C=1.